Dataset: Full USPTO retrosynthesis dataset with 1.9M reactions from patents (1976-2016). Task: Predict the reactants needed to synthesize the given product. (1) Given the product [O:1]=[C:2]1[NH:10][C:5]2=[N:6][CH:7]=[CH:8][CH:9]=[C:4]2[C:3]21[CH2:14][C:13]1[CH:15]=[C:16]([C:19]([OH:21])=[O:20])[CH:17]=[CH:18][C:12]=1[O:11]2, predict the reactants needed to synthesize it. The reactants are: [O:1]=[C:2]1[NH:10][C:5]2=[N:6][CH:7]=[CH:8][CH:9]=[C:4]2[C:3]21[CH2:14][C:13]1[CH:15]=[C:16]([C:19]([O:21]C)=[O:20])[CH:17]=[CH:18][C:12]=1[O:11]2.[OH-].[Na+].Cl. (2) Given the product [N+:21]([C:10]1[CH:9]=[C:8]([C:27]2[CH:28]=[CH:29][N:24]=[CH:25][CH:26]=2)[CH:20]=[CH:19][C:11]=1[C:12]([O:14][C:15]([CH3:18])([CH3:17])[CH3:16])=[O:13])([O-:23])=[O:22], predict the reactants needed to synthesize it. The reactants are: C(=O)([O-])[O-].[Na+].[Na+].Br[C:8]1[CH:20]=[CH:19][C:11]([C:12]([O:14][C:15]([CH3:18])([CH3:17])[CH3:16])=[O:13])=[C:10]([N+:21]([O-:23])=[O:22])[CH:9]=1.[N:24]1[CH:29]=[CH:28][C:27](B(O)O)=[CH:26][CH:25]=1. (3) Given the product [Cl:1][C:2]1[CH:11]=[CH:10][C:9]2[C:8]([C:12]([NH:23][CH2:26][C@:16]3([OH:20])[CH2:17][CH2:6][CH2:7][C@H:8]([CH3:12])[CH2:9]3)=[O:14])=[C:7]([Cl:15])[CH:6]=[CH:5][C:4]=2[N:3]=1, predict the reactants needed to synthesize it. The reactants are: [Cl:1][C:2]1[CH:11]=[CH:10][C:9]2[C:8]([C:12]([OH:14])=O)=[C:7]([Cl:15])[CH:6]=[CH:5][C:4]=2[N:3]=1.[C:16](Cl)(=[O:20])[C:17](Cl)=O.C[N:23]([CH3:26])C=O. (4) Given the product [C:1]([O:5][C:6](=[O:22])[NH:7][C:8]1[CH:13]=[CH:12][C:11]([C:14]2[CH:19]=[CH:18][CH:17]=[CH:16][C:15]=2[F:20])=[CH:10][C:9]=1[NH:21][C:26](=[O:25])[CH2:27][C:28](=[O:40])[C:29]1[CH:34]=[CH:33][CH:32]=[C:31]([N:35]2[CH:39]=[CH:38][N:37]=[N:36]2)[CH:30]=1)([CH3:4])([CH3:2])[CH3:3], predict the reactants needed to synthesize it. The reactants are: [C:1]([O:5][C:6](=[O:22])[NH:7][C:8]1[CH:13]=[CH:12][C:11]([C:14]2[CH:19]=[CH:18][CH:17]=[CH:16][C:15]=2[F:20])=[CH:10][C:9]=1[NH2:21])([CH3:4])([CH3:3])[CH3:2].C([O:25][C:26](=O)[CH2:27][C:28](=[O:40])[C:29]1[CH:34]=[CH:33][CH:32]=[C:31]([N:35]2[CH:39]=[CH:38][N:37]=[N:36]2)[CH:30]=1)C. (5) The reactants are: [H-].[Na+].[F:3][C:4]1[CH:9]=[CH:8][C:7]([SH:10])=[CH:6][CH:5]=1.[C:11]1([CH:17]([C:24]2[CH:29]=[CH:28][CH:27]=[CH:26][CH:25]=2)[N:18]2[CH2:23][C:20]3([O:22][CH2:21]3)[CH2:19]2)[CH:16]=[CH:15][CH:14]=[CH:13][CH:12]=1.O. Given the product [C:24]1([CH:17]([C:11]2[CH:12]=[CH:13][CH:14]=[CH:15][CH:16]=2)[N:18]2[CH2:23][C:20]([CH2:21][S:10][C:7]3[CH:8]=[CH:9][C:4]([F:3])=[CH:5][CH:6]=3)([OH:22])[CH2:19]2)[CH:25]=[CH:26][CH:27]=[CH:28][CH:29]=1, predict the reactants needed to synthesize it. (6) Given the product [NH:14]1[C:15]2[C:20](=[CH:19][CH:18]=[CH:17][CH:16]=2)[C:12]([C@H:9]2[N:8]3[C@H:7]([C:31](=[O:32])[N:30]([CH3:33])[CH2:29][C:28]3=[O:34])[CH2:6][C:5]3[CH:4]=[C:3]4[O:37][CH2:36][O:38][C:2]4=[CH:11][C:10]2=3)=[CH:13]1, predict the reactants needed to synthesize it. The reactants are: O[C:2]1[C:3](O)=[CH:4][C:5]2[CH2:6][C@H:7]3[C:31](=[O:32])[N:30]([CH3:33])[CH2:29][C:28](=[O:34])[N:8]3[C@H:9]([C:12]3[C:20]4[C:15](=[CH:16][CH:17]=[CH:18][CH:19]=4)[N:14](C(OC(C)(C)C)=O)[CH:13]=3)[C:10]=2[CH:11]=1.[C:36]([O-])([O-:38])=[O:37].[Cs+].[Cs+].CN(C=O)C.BrCCl. (7) The reactants are: [Cl:1][C:2]1[C:3]([O:12][C:13]2[CH:18]=[CH:17][CH:16]=[CH:15][CH:14]=2)=[CH:4][C:5]([N+:9]([O-])=O)=[C:6]([NH2:8])[CH:7]=1.[CH3:19]OC(OC)OC.S(S([O-])=O)([O-])=O.[Na+].[Na+].C(=O)(O)[O-].[Na+]. Given the product [Cl:1][C:2]1[C:3]([O:12][C:13]2[CH:18]=[CH:17][CH:16]=[CH:15][CH:14]=2)=[CH:4][C:5]2[N:9]=[CH:19][NH:8][C:6]=2[CH:7]=1, predict the reactants needed to synthesize it.